Task: Predict the product of the given reaction.. Dataset: Forward reaction prediction with 1.9M reactions from USPTO patents (1976-2016) (1) The product is: [Cl:23][CH2:22][CH2:21][O:19][C:15]1[CH:14]=[C:13]([NH:12][C:10]2[C:9]3[C:4](=[CH:5][CH:6]=[CH:7][CH:8]=3)[N:3]=[C:2]([CH3:1])[CH:11]=2)[CH:18]=[CH:17][CH:16]=1. Given the reactants [CH3:1][C:2]1[CH:11]=[C:10]([NH:12][C:13]2[CH:14]=[C:15]([OH:19])[CH:16]=[CH:17][CH:18]=2)[C:9]2[C:4](=[CH:5][CH:6]=[CH:7][CH:8]=2)[N:3]=1.Br[CH2:21][CH2:22][Cl:23].C(=O)([O-])[O-].[K+].[K+], predict the reaction product. (2) Given the reactants [C:1]([O:5][C:6]([N:8]1[CH2:13][CH2:12][N:11]([C:14]2[CH:19]=[CH:18][C:17]([C:20]([O:22][CH2:23][CH3:24])=[O:21])=[CH:16][C:15]=2[O:25][C:26]([F:29])([F:28])[F:27])[CH2:10][CH2:9]1)=[O:7])([CH3:4])([CH3:3])[CH3:2].C(OC(N1CCN(CC2C(C(F)(F)F)=CC(C(OCC)=O)=C(N)C=2[Cl:60])CC1)=O)(C)(C)C, predict the reaction product. The product is: [C:1]([O:5][C:6]([N:8]1[CH2:9][CH2:10][N:11]([C:14]2[C:15]([O:25][C:26]([F:28])([F:29])[F:27])=[CH:16][C:17]([C:20]([O:22][CH2:23][CH3:24])=[O:21])=[CH:18][C:19]=2[Cl:60])[CH2:12][CH2:13]1)=[O:7])([CH3:2])([CH3:3])[CH3:4].